Dataset: Reaction yield outcomes from USPTO patents with 853,638 reactions. Task: Predict the reaction yield, written as a fraction of the theoretical maximum amount of product (1.0 means a 100% yield; for example, 0.34 means a 34% yield). (1) The reactants are [C:1]([CH2:9][C:10]([O:12]CC)=O)(=O)[C:2]1[CH:7]=[CH:6][CH:5]=[CH:4][CH:3]=1.[NH:15]([C:17]1[CH:22]=[CH:21][CH:20]=[CH:19][N:18]=1)[NH2:16]. The catalyst is C(O)C. The product is [N:18]1[CH:19]=[CH:20][CH:21]=[CH:22][C:17]=1[N:15]1[C:10]([OH:12])=[CH:9][C:1]([C:2]2[CH:3]=[CH:4][CH:5]=[CH:6][CH:7]=2)=[N:16]1. The yield is 0.760. (2) The reactants are [Br:1][C:2]1[CH:7]=[CH:6][C:5]([OH:8])=[C:4]([N+:9]([O-])=O)[CH:3]=1.Cl[Sn]Cl.C([O-])(O)=O.[Na+]. The product is [NH2:9][C:4]1[CH:3]=[C:2]([Br:1])[CH:7]=[CH:6][C:5]=1[OH:8]. The yield is 0.890. The catalyst is C(O)C.O. (3) The reactants are [F:1][C:2]([F:17])([F:16])[C:3]1[CH:8]=[CH:7][C:6]([C:9]2[N:10]=[CH:11][C:12]([NH2:15])=[N:13][CH:14]=2)=[CH:5][CH:4]=1.CN(C1C=CC=CN=1)C.[C:27](O[C:27]([O:29][C:30]([CH3:33])([CH3:32])[CH3:31])=[O:28])([O:29][C:30]([CH3:33])([CH3:32])[CH3:31])=[O:28]. The catalyst is C(#N)C.C(O)(=O)CC(CC(O)=O)(C(O)=O)O.O. The product is [F:17][C:2]([F:1])([F:16])[C:3]1[CH:4]=[CH:5][C:6]([C:9]2[N:10]=[CH:11][C:12]([NH:15][C:27](=[O:28])[O:29][C:30]([CH3:33])([CH3:32])[CH3:31])=[N:13][CH:14]=2)=[CH:7][CH:8]=1. The yield is 0.503.